This data is from Forward reaction prediction with 1.9M reactions from USPTO patents (1976-2016). The task is: Predict the product of the given reaction. (1) Given the reactants Br[C:2]1[C:6]2[CH:7]=[N:8][CH:9]=[CH:10][C:5]=2[N:4]([CH2:11][C:12]2[C:17]([F:18])=[CH:16][C:15]([O:19][CH2:20][CH3:21])=[CH:14][C:13]=2[F:22])[N:3]=1.[I-:23].[Na+].CNCCNC, predict the reaction product. The product is: [CH2:20]([O:19][C:15]1[CH:16]=[C:17]([F:18])[C:12]([CH2:11][N:4]2[C:5]3[CH:10]=[CH:9][N:8]=[CH:7][C:6]=3[C:2]([I:23])=[N:3]2)=[C:13]([F:22])[CH:14]=1)[CH3:21]. (2) Given the reactants Cl[S:2]([C:5]1[CH:13]=[CH:12][C:8]([C:9]([OH:11])=[O:10])=[CH:7][CH:6]=1)(=[O:4])=[O:3].[CH2:14]([NH2:20])[C:15]1[O:19][CH:18]=[CH:17][CH:16]=1.S(Cl)(Cl)(=O)=O, predict the reaction product. The product is: [O:19]1[CH:18]=[CH:17][CH:16]=[C:15]1[CH2:14][NH:20][S:2]([C:5]1[CH:13]=[CH:12][C:8]([C:9]([OH:11])=[O:10])=[CH:7][CH:6]=1)(=[O:4])=[O:3]. (3) Given the reactants [N:1]1([C:7]2[CH:8]=[CH:9][C:10]([NH2:13])=[N:11][CH:12]=2)[CH2:6][CH2:5][O:4][CH2:3][CH2:2]1.CS([C:17]1[N:22]=[CH:21][C:20]2=[CH:23][CH:24]=[C:25]([C:26]3[CH:31]=[CH:30][CH:29]=[CH:28][C:27]=3[N:32]([CH3:37])[S:33]([CH3:36])(=[O:35])=[O:34])[N:19]2[N:18]=1)=O.[F-].[Cs+].C(N(CC)C(C)C)(C)C, predict the reaction product. The product is: [CH3:37][N:32]([C:27]1[CH:28]=[CH:29][CH:30]=[CH:31][C:26]=1[C:25]1[N:19]2[C:20]([CH:21]=[N:22][C:17]([NH:13][C:10]3[CH:9]=[CH:8][C:7]([N:1]4[CH2:6][CH2:5][O:4][CH2:3][CH2:2]4)=[CH:12][N:11]=3)=[N:18]2)=[CH:23][CH:24]=1)[S:33]([CH3:36])(=[O:34])=[O:35]. (4) The product is: [Cl:1][C:2]1[CH:7]=[C:6]([I:29])[CH:5]=[CH:4][C:3]=1[NH:8][C:9]1[C:10]([F:21])=[C:11]([F:20])[CH:12]=[C:13]2[C:17]=1[C:16](=[O:18])[NH:15][CH:14]2[CH3:19]. Given the reactants [Cl:1][C:2]1[CH:7]=[CH:6][CH:5]=[CH:4][C:3]=1[NH:8][C:9]1[C:10]([F:21])=[C:11]([F:20])[CH:12]=[C:13]2[C:17]=1[C:16](=[O:18])[NH:15][CH:14]2[CH3:19].C1C(=O)N([I:29])C(=O)C1, predict the reaction product. (5) Given the reactants [NH2:1][C:2]1[CH:7]=[CH:6][CH:5]=[C:4](Br)[N:3]=1.[CH:9]([Zn]C(C)C)([CH3:11])[CH3:10].CC(O)C, predict the reaction product. The product is: [CH:9]([C:4]1[N:3]=[C:2]([NH2:1])[CH:7]=[CH:6][CH:5]=1)([CH3:11])[CH3:10]. (6) Given the reactants [H-].[Na+].[Cl:3][C:4]1[CH:9]=[C:8]([O:10][CH:11]2[CH2:14][CH:13]([OH:15])[CH2:12]2)[CH:7]=[CH:6][N:5]=1.FC(F)(F)S(O[CH2:22][C:23]([F:26])([F:25])[F:24])(=O)=O, predict the reaction product. The product is: [Cl:3][C:4]1[CH:9]=[C:8]([O:10][CH:11]2[CH2:12][CH:13]([O:15][CH2:22][C:23]([F:26])([F:25])[F:24])[CH2:14]2)[CH:7]=[CH:6][N:5]=1.